From a dataset of Reaction yield outcomes from USPTO patents with 853,638 reactions. Predict the reaction yield, written as a fraction of the theoretical maximum amount of product (1.0 means a 100% yield; for example, 0.34 means a 34% yield). The reactants are Cl.[NH2:2][C@H:3]1[CH2:8][CH2:7][C@H:6]([NH:9][C:10](=[O:12])[CH3:11])[CH2:5][CH2:4]1.CCN(C(C)C)C(C)C.F[C:23]1[CH:24]=[C:25]([CH2:32][OH:33])[CH:26]=[CH:27][C:28]=1[N+:29]([O-:31])=[O:30]. The catalyst is C(#N)C. The product is [OH:33][CH2:32][C:25]1[CH:26]=[CH:27][C:28]([N+:29]([O-:31])=[O:30])=[C:23]([NH:2][C@H:3]2[CH2:4][CH2:5][C@H:6]([NH:9][C:10](=[O:12])[CH3:11])[CH2:7][CH2:8]2)[CH:24]=1. The yield is 0.172.